Dataset: Forward reaction prediction with 1.9M reactions from USPTO patents (1976-2016). Task: Predict the product of the given reaction. (1) Given the reactants Br[C:2]1[C:3]([C:17]2[CH:22]=[CH:21][N:20]=[CH:19][CH:18]=2)=[CH:4][C:5]([NH2:16])=[N:6][C:7]=1[C:8]#[C:9][C:10]1[CH:15]=[CH:14][CH:13]=[CH:12][CH:11]=1.[N:23]1[CH:28]=[C:27](B(O)O)[CH:26]=[N:25][CH:24]=1.C(=O)([O-])[O-].[Na+].[Na+], predict the reaction product. The product is: [C:10]1([C:9]#[C:8][C:7]2[N:6]=[C:5]([NH2:16])[CH:4]=[C:3]([C:17]3[CH:22]=[CH:21][N:20]=[CH:19][CH:18]=3)[C:2]=2[C:27]2[CH:28]=[N:23][CH:24]=[N:25][CH:26]=2)[CH:15]=[CH:14][CH:13]=[CH:12][CH:11]=1. (2) Given the reactants C(Cl)(=O)C(Cl)=O.[N:7]([C:10]1[CH:11]=[C:12]([CH:16]=[CH:17][C:18]=1[CH3:19])[C:13]([OH:15])=O)=[N+:8]=[N-:9].[NH2:20][C:21]1[CH:22]=[C:23]([C:34]([CH3:41])([CH3:40])[CH2:35][O:36][C:37](=[O:39])[CH3:38])[CH:24]=[C:25]([NH:29][S:30]([CH3:33])(=[O:32])=[O:31])[C:26]=1[O:27][CH3:28].N1C(C)=CC=CC=1C, predict the reaction product. The product is: [N:7]([C:10]1[CH:11]=[C:12]([CH:16]=[CH:17][C:18]=1[CH3:19])[C:13]([NH:20][C:21]1[CH:22]=[C:23]([C:34]([CH3:41])([CH3:40])[CH2:35][O:36][C:37](=[O:39])[CH3:38])[CH:24]=[C:25]([NH:29][S:30]([CH3:33])(=[O:32])=[O:31])[C:26]=1[O:27][CH3:28])=[O:15])=[N+:8]=[N-:9]. (3) Given the reactants [F:1][C:2]1([F:28])[C:8]([CH3:10])([CH3:9])[O:7][CH2:6][C:5](=O)[NH:4][C@:3]1([CH3:27])[C:12]1[CH:13]=[C:14]([C:19]2[CH:24]=[C:23]([F:25])[CH:22]=[C:21]([F:26])[CH:20]=2)[CH:15]=[CH:16][C:17]=1[F:18].COC1C=CC(P2(SP(C3C=CC(OC)=CC=3)(=S)S2)=[S:38])=CC=1, predict the reaction product. The product is: [F:1][C:2]1([F:28])[C:8]([CH3:10])([CH3:9])[O:7][CH2:6][C:5](=[S:38])[NH:4][C@:3]1([CH3:27])[C:12]1[CH:13]=[C:14]([C:19]2[CH:24]=[C:23]([F:25])[CH:22]=[C:21]([F:26])[CH:20]=2)[CH:15]=[CH:16][C:17]=1[F:18]. (4) Given the reactants [Cl:1][C:2]1[C:11]2[C:6](=[CH:7][C:8]([F:12])=[CH:9][CH:10]=2)[N:5]([CH2:13][CH:14]=O)[C:4](=[O:16])[CH:3]=1.[O:17]1[C:22]2[CH:23]=[CH:24][C:25]([CH2:27][N:28]([CH:36]3[CH2:41][CH2:40][NH:39][CH2:38][CH2:37]3)[C:29](=[O:35])[O:30][C:31]([CH3:34])([CH3:33])[CH3:32])=[CH:26][C:21]=2[O:20][CH2:19][CH2:18]1.C(O[BH-](OC(=O)C)OC(=O)C)(=O)C.[Na+].C(=O)([O-])O.[Na+], predict the reaction product. The product is: [O:17]1[C:22]2[CH:23]=[CH:24][C:25]([CH2:27][N:28]([CH:36]3[CH2:41][CH2:40][N:39]([CH2:14][CH2:13][N:5]4[C:6]5[C:11](=[CH:10][CH:9]=[C:8]([F:12])[CH:7]=5)[C:2]([Cl:1])=[CH:3][C:4]4=[O:16])[CH2:38][CH2:37]3)[C:29](=[O:35])[O:30][C:31]([CH3:34])([CH3:32])[CH3:33])=[CH:26][C:21]=2[O:20][CH2:19][CH2:18]1. (5) Given the reactants CCN=C=NCCCN(C)C.C1C=CC2N(O)N=NC=2C=1.[F:22][C:23]1[CH:24]=[C:25]([C:33]([OH:35])=O)[CH:26]=[N:27][C:28]=1[O:29][CH:30]([CH3:32])[CH3:31].O[NH:37]/[C:38](=[N:55]\[H])/[C:39]1[CH:47]=[C:46]2[C:42]([C:43]([CH2:48][CH2:49][C:50]([O:52][CH2:53][CH3:54])=[O:51])=[CH:44][NH:45]2)=[CH:41][CH:40]=1.CCCC[N+](CCCC)(CCCC)CCCC.[F-], predict the reaction product. The product is: [F:22][C:23]1[CH:24]=[C:25]([C:33]2[O:35][N:55]=[C:38]([C:39]3[CH:47]=[C:46]4[C:42]([C:43]([CH2:48][CH2:49][C:50]([O:52][CH2:53][CH3:54])=[O:51])=[CH:44][NH:45]4)=[CH:41][CH:40]=3)[N:37]=2)[CH:26]=[N:27][C:28]=1[O:29][CH:30]([CH3:31])[CH3:32]. (6) The product is: [O:22]1[C:21]2[CH:25]=[CH:26][C:18]([C:14]3[NH:13][C:12]4[N:11]([N:10]=[C:9]([NH:8][C:2](=[O:3])[CH3:1])[C:27]=4[C:28]4[CH:33]=[CH:32][CH:31]=[CH:30][N:29]=4)[C:16](=[O:17])[CH:15]=3)=[CH:19][C:20]=2[O:24][CH2:23]1. Given the reactants [CH3:1][C:2](OC(C)=O)=[O:3].[NH2:8][C:9]1[C:27]([C:28]2[CH:33]=[CH:32][CH:31]=[CH:30][N:29]=2)=[C:12]2[NH:13][C:14]([C:18]3[CH:26]=[CH:25][C:21]4[O:22][CH2:23][O:24][C:20]=4[CH:19]=3)=[CH:15][C:16](=[O:17])[N:11]2[N:10]=1, predict the reaction product. (7) Given the reactants [O:1]1[CH:5]=[CH:4][CH:3]=[C:2]1[C:6]1[N:7]=[C:8]([NH:17][C:18]([C:20]2[CH:25]=[CH:24][N:23]=[CH:22][CH:21]=2)=[O:19])[S:9][C:10]=1[C:11](=[O:16])N(OC)C.[CH:26]1([Mg]Br)[CH2:28][CH2:27]1.[Cl-].[NH4+], predict the reaction product. The product is: [CH:26]1([C:11]([C:10]2[S:9][C:8]([NH:17][C:18]([C:20]3[CH:21]=[CH:22][N:23]=[CH:24][CH:25]=3)=[O:19])=[N:7][C:6]=2[C:2]2[O:1][CH:5]=[CH:4][CH:3]=2)=[O:16])[CH2:28][CH2:27]1. (8) Given the reactants [Br:1][C:2]1[C:3]([Cl:11])=[N:4][CH:5]=[C:6]([N+:8]([O-])=O)[CH:7]=1.[Cl-].[NH4+], predict the reaction product. The product is: [Br:1][C:2]1[CH:7]=[C:6]([NH2:8])[CH:5]=[N:4][C:3]=1[Cl:11].